This data is from Forward reaction prediction with 1.9M reactions from USPTO patents (1976-2016). The task is: Predict the product of the given reaction. (1) Given the reactants [C:1]([C:5]1[O:9][N:8]=[C:7]([NH:10][C:11]([NH:13][C:14]2[CH:19]=[CH:18][CH:17]=[C:16]([OH:20])[CH:15]=2)=[O:12])[CH:6]=1)([CH3:4])([CH3:3])[CH3:2].O[C:22]1[C:31]2[C:26](=[CH:27][CH:28]=[C:29]([CH3:32])[CH:30]=2)[N:25]=[CH:24][N:23]=1, predict the reaction product. The product is: [C:1]([C:5]1[O:9][N:8]=[C:7]([NH:10][C:11]([NH:13][C:14]2[CH:19]=[CH:18][CH:17]=[C:16]([O:20][C:22]3[C:31]4[C:26](=[CH:27][CH:28]=[C:29]([CH3:32])[CH:30]=4)[N:25]=[CH:24][N:23]=3)[CH:15]=2)=[O:12])[CH:6]=1)([CH3:4])([CH3:2])[CH3:3]. (2) Given the reactants Br[C:2]1[N:3]=[C:4]2[C:10]([C:11]([NH:13]C(C)C)=[O:12])=[CH:9][N:8](COCC[Si](C)(C)C)[C:5]2=[N:6][CH:7]=1.CN1C2CCC(C)(C)CC=2C([Sn](CCCC)(CCCC)CCCC)=N1, predict the reaction product. The product is: [N:3]1[CH:2]=[CH:7][N:6]=[C:5]2[NH:8][CH:9]=[C:10]([C:11]([NH2:13])=[O:12])[C:4]=12. (3) Given the reactants [CH2:1]([O:8][CH2:9][CH2:10][OH:11])[C:2]1[CH:7]=[CH:6][CH:5]=[CH:4][CH:3]=1.[H-].[Na+].C([Si](C1C=CC=CC=1)(C1C=CC=CC=1)[O:19][CH2:20][CH2:21][O:22][C:23]1[C:28]([CH3:29])=[CH:27][C:26]([C:30]2[NH:39][C:38](=[O:40])[C:37]3[C:32](=[CH:33][C:34](F)=[CH:35][C:36]=3[O:41][CH3:42])[N:31]=2)=[CH:25][C:24]=1[CH3:44])(C)(C)C.O, predict the reaction product. The product is: [CH2:1]([O:8][CH2:9][CH2:10][O:11][C:34]1[CH:33]=[C:32]2[C:37]([C:38](=[O:40])[NH:39][C:30]([C:26]3[CH:25]=[C:24]([CH3:44])[C:23]([O:22][CH2:21][CH2:20][OH:19])=[C:28]([CH3:29])[CH:27]=3)=[N:31]2)=[C:36]([O:41][CH3:42])[CH:35]=1)[C:2]1[CH:7]=[CH:6][CH:5]=[CH:4][CH:3]=1.